This data is from Forward reaction prediction with 1.9M reactions from USPTO patents (1976-2016). The task is: Predict the product of the given reaction. (1) Given the reactants Br[C:2]1[CH:3]=[C:4]([O:9][C:10]2[C:11]([F:35])=[C:12]([CH2:17][NH:18][C:19]([C:21]3[N:25]([CH2:26][O:27][CH2:28][CH2:29][Si:30]([CH3:33])([CH3:32])[CH3:31])[CH:24]=[N:23][C:22]=3[Cl:34])=[O:20])[CH:13]=[CH:14][C:15]=2[Cl:16])[CH:5]=[C:6]([Cl:8])[CH:7]=1.[CH2:36](O)[CH2:37]C, predict the reaction product. The product is: [Cl:34][C:22]1[N:23]=[CH:24][N:25]([CH2:26][O:27][CH2:28][CH2:29][Si:30]([CH3:33])([CH3:32])[CH3:31])[C:21]=1[C:19]([NH:18][CH2:17][C:12]1[CH:13]=[CH:14][C:15]([Cl:16])=[C:10]([O:9][C:4]2[CH:3]=[C:2]([CH:36]=[CH2:37])[CH:7]=[C:6]([Cl:8])[CH:5]=2)[C:11]=1[F:35])=[O:20]. (2) Given the reactants Br[C:2]1[CH:10]=[CH:9][CH:8]=[C:7]2[C:3]=1[CH:4]=[CH:5][NH:6]2.[C:11]1([C:20]2[CH:25]=[CH:24][CH:23]=[CH:22][CH:21]=2)[CH:16]=[CH:15][CH:14]=[C:13](B(O)O)[CH:12]=1.[OH-].[Na+], predict the reaction product. The product is: [C:11]1([C:20]2[CH:21]=[CH:22][CH:23]=[CH:24][CH:25]=2)[CH:16]=[CH:15][CH:14]=[C:13]([C:2]2[CH:10]=[CH:9][CH:8]=[C:7]3[C:3]=2[CH:4]=[CH:5][NH:6]3)[CH:12]=1. (3) The product is: [CH2:7]([O:6][C:4](=[O:5])[C:3]1[CH:9]=[CH:10][C:11]([CH:13]2[CH2:18][CH2:17][CH2:16][CH2:15][CH2:14]2)=[N:12][C:2]=1[CH3:1])[CH3:8]. Given the reactants [CH3:1][C:2]1[N:12]=[CH:11][CH:10]=[CH:9][C:3]=1[C:4]([O:6][CH2:7][CH3:8])=[O:5].[CH:13]1(C(O)=O)[CH2:18][CH2:17][CH2:16][CH2:15][CH2:14]1.S(OOS([O-])(=O)=O)([O-])(=O)=O.[NH4+].[NH4+].[NH4+].[OH-], predict the reaction product. (4) The product is: [Cl:1][C:2]1[CH:3]=[CH:4][C:5]([C:8]2[N:12]([C:13]3[CH:18]=[CH:17][C:16]([Cl:19])=[CH:15][C:14]=3[Cl:20])[N:11]=[C:10]([C:21]3[NH:31][C:29](=[O:30])[C:28]([CH3:33])([CH3:32])[N:27]=3)[C:9]=2[CH2:24][CH3:25])=[CH:6][CH:7]=1. Given the reactants [Cl:1][C:2]1[CH:7]=[CH:6][C:5]([C:8]2[N:12]([C:13]3[CH:18]=[CH:17][C:16]([Cl:19])=[CH:15][C:14]=3[Cl:20])[N:11]=[C:10]([C:21](O)=O)[C:9]=2[CH2:24][CH3:25])=[CH:4][CH:3]=1.Cl.[NH2:27][C:28]([CH3:33])([CH3:32])[C:29]([NH2:31])=[O:30], predict the reaction product. (5) Given the reactants Cl[C:2]1[C:11]2[C:6](=[CH:7][C:8]([O:14][CH3:15])=[C:9]([O:12][CH3:13])[CH:10]=2)[N:5]=[CH:4][CH:3]=1.[CH3:16][C:17]([C:19]1[CH:24]=[C:23]([O:25][CH3:26])[CH:22]=[CH:21][C:20]=1[OH:27])=[O:18], predict the reaction product. The product is: [CH3:13][O:12][C:9]1[CH:10]=[C:11]2[C:6](=[CH:7][C:8]=1[O:14][CH3:15])[N:5]=[CH:4][CH:3]=[C:2]2[O:27][C:20]1[CH:21]=[CH:22][C:23]([O:25][CH3:26])=[CH:24][C:19]=1[C:17](=[O:18])[CH3:16]. (6) The product is: [Br:1][C:2]1[CH:3]=[C:4]([N:13]([CH:14]2[CH2:19][CH2:18][O:17][CH2:16][CH2:15]2)[C:21](=[O:22])[CH3:20])[C:5]([CH3:12])=[C:6]([CH:11]=1)[C:7]([O:9][CH3:10])=[O:8]. Given the reactants [Br:1][C:2]1[CH:3]=[C:4]([NH:13][CH:14]2[CH2:19][CH2:18][O:17][CH2:16][CH2:15]2)[C:5]([CH3:12])=[C:6]([CH:11]=1)[C:7]([O:9][CH3:10])=[O:8].[CH3:20][C:21](OCC1C2C(=CC=CC=2)C(COC(C)=O)=C2C=1C=CC=C2)=[O:22], predict the reaction product. (7) Given the reactants [NH2:1][CH2:2][CH2:3][C:4]1[C:12]2[C:7](=[CH:8][CH:9]=[CH:10][CH:11]=2)[NH:6][CH:5]=1.[C:13]1([CH3:21])[CH:18]=[CH:17][C:16]([CH:19]=O)=[CH:15][CH:14]=1.FC(F)(F)C(O)=O, predict the reaction product. The product is: [C:13]1([CH3:21])[CH:18]=[CH:17][C:16]([CH:19]2[C:5]3[NH:6][C:7]4[C:12](=[CH:11][CH:10]=[CH:9][CH:8]=4)[C:4]=3[CH2:3][CH2:2][NH:1]2)=[CH:15][CH:14]=1.